This data is from Catalyst prediction with 721,799 reactions and 888 catalyst types from USPTO. The task is: Predict which catalyst facilitates the given reaction. (1) The catalyst class is: 4. Reactant: [Cl-].[Cl-].[Cl-].[Al+3].[Cl:5][C:6]1[C:11]([C:12]2[CH:17]=[CH:16][C:15]([F:18])=[CH:14][C:13]=2[Cl:19])=[C:10]([N:20]2[CH2:25][CH2:24][CH:23]([CH3:26])[CH2:22][CH2:21]2)[N:9]2[N:27]=[CH:28][CH:29]=[C:8]2[N:7]=1.[CH3:30][S:31](OC)(=O)=S.Cl. Product: [Cl:5][C:6]1[C:11]([C:12]2[CH:17]=[CH:16][C:15]([F:18])=[CH:14][C:13]=2[Cl:19])=[C:10]([N:20]2[CH2:25][CH2:24][CH:23]([CH3:26])[CH2:22][CH2:21]2)[N:9]2[N:27]=[CH:28][C:29]([S:31][CH3:30])=[C:8]2[N:7]=1. (2) Reactant: [NH2:1][OH:2].[CH2:3]([N:10]1[CH:15]2[CH2:16][CH2:17][CH:11]1[CH2:12][C:13](=O)[CH2:14]2)[C:4]1[CH:9]=[CH:8][CH:7]=[CH:6][CH:5]=1. Product: [CH2:3]([N:10]1[CH:15]2[CH2:16][CH2:17][CH:11]1[CH2:12][C:13](=[N:1][OH:2])[CH2:14]2)[C:4]1[CH:9]=[CH:8][CH:7]=[CH:6][CH:5]=1. The catalyst class is: 8. (3) Reactant: [Br:1][C:2]1[CH:3]=[C:4]2[C:13](=[CH:14][C:15]=1[C:16]([F:19])([F:18])[F:17])[O:12][CH2:11][C:10]1[N:5]2[CH:6]([CH3:21])[C:7](=[O:20])[NH:8][N:9]=1.[H-].[Na+].Cl[CH2:25][O:26][CH2:27][CH2:28][Si:29]([CH3:32])([CH3:31])[CH3:30]. Product: [Br:1][C:2]1[CH:3]=[C:4]2[C:13](=[CH:14][C:15]=1[C:16]([F:17])([F:18])[F:19])[O:12][CH2:11][C:10]1[N:5]2[CH:6]([CH3:21])[C:7](=[O:20])[N:8]([CH2:25][O:26][CH2:27][CH2:28][Si:29]([CH3:32])([CH3:31])[CH3:30])[N:9]=1. The catalyst class is: 1. (4) Reactant: [Br:1][C:2]1[CH:3]=[C:4]([Cl:25])[C:5]([C:8](=[N:23][OH:24])[CH2:9][NH:10][C:11](=[O:22])[C:12]2[CH:17]=[CH:16][CH:15]=[CH:14][C:13]=2[C:18]([F:21])([F:20])[F:19])=[N:6][CH:7]=1.C(=O)([O-])[O-].[K+].[K+].I[CH:33]([CH3:35])[CH3:34].O. Product: [Br:1][C:2]1[CH:3]=[C:4]([Cl:25])[C:5]([C:8](=[N:23][O:24][CH:33]([CH3:35])[CH3:34])[CH2:9][NH:10][C:11](=[O:22])[C:12]2[CH:17]=[CH:16][CH:15]=[CH:14][C:13]=2[C:18]([F:19])([F:21])[F:20])=[N:6][CH:7]=1. The catalyst class is: 9. (5) Reactant: FC(F)C1C2C(=CC=CC=2)N=CC=1.FC(F)C(C1C=CC=CC=1)=O.BrC1C2C(=CC=CC=2)N=CC=1.[F:36][C:37]([F:52])([C:46]1[CH:51]=[CH:50][CH:49]=[CH:48][CH:47]=1)C(C1C=CC=CC=1)=O.[OH-].[K+]. Product: [F:36][CH:37]([C:46]1[CH:51]=[CH:50][CH:49]=[CH:48][CH:47]=1)[F:52]. The catalyst class is: 93. (6) Reactant: [NH:1]1[C:5]2=[N:6][CH:7]=[CH:8][CH:9]=[C:4]2[C:3]([CH2:10][NH2:11])=[CH:2]1.Br[C:13]1[C:14]([NH2:20])=[N:15][CH:16]=[C:17]([Br:19])[N:18]=1.C(N(C(C)C)C(C)C)C. Product: [NH:1]1[C:5]2=[N:6][CH:7]=[CH:8][CH:9]=[C:4]2[C:3]([CH2:10][NH:11][C:13]2[C:14]([NH2:20])=[N:15][CH:16]=[C:17]([Br:19])[N:18]=2)=[CH:2]1. The catalyst class is: 14. (7) Reactant: [CH2:1]([O:8][CH2:9][C@@H:10]1[CH2:14][C@@H:13]([O:15]C(C)(C)C)[CH2:12][N:11]1[S:20]([C:23]1[CH:32]=[CH:31][C:30]2[C:25](=[CH:26][CH:27]=[CH:28][CH:29]=2)[CH:24]=1)(=[O:22])=[O:21])[C:2]1[CH:7]=[CH:6][CH:5]=[CH:4][CH:3]=1. Product: [CH2:1]([O:8][CH2:9][C@H:10]1[N:11]([S:20]([C:23]2[CH:32]=[CH:31][C:30]3[C:25](=[CH:26][CH:27]=[CH:28][CH:29]=3)[CH:24]=2)(=[O:22])=[O:21])[CH2:12][C@H:13]([OH:15])[CH2:14]1)[C:2]1[CH:3]=[CH:4][CH:5]=[CH:6][CH:7]=1. The catalyst class is: 55.